This data is from Forward reaction prediction with 1.9M reactions from USPTO patents (1976-2016). The task is: Predict the product of the given reaction. (1) Given the reactants [Br:1][CH2:2][CH2:3][CH2:4][CH2:5][CH2:6][CH2:7][O:8][CH2:9][CH2:10][C:11]#[CH:12].[CH:13]1([S:18]([C:21]2[CH:26]=[CH:25][CH:24]=[C:23](I)[CH:22]=2)(=[O:20])=[O:19])[CH2:17][CH2:16][CH2:15][CH2:14]1, predict the reaction product. The product is: [Br:1][CH2:2][CH2:3][CH2:4][CH2:5][CH2:6][CH2:7][O:8][CH2:9][CH2:10][C:11]#[C:12][C:23]1[CH:24]=[CH:25][CH:26]=[C:21]([S:18]([CH:13]2[CH2:17][CH2:16][CH2:15][CH2:14]2)(=[O:20])=[O:19])[CH:22]=1. (2) Given the reactants Cl.[CH2:2]([C:4]1[C:9]([F:10])=[CH:8][CH:7]=[CH:6][C:5]=1[N:11]1[CH2:16][CH2:15][NH:14][CH2:13][CH2:12]1)[CH3:3].[O:17]=[C:18]1[NH:27][C:26]2[N:25]=[C:24]([O:28][CH2:29][CH2:30][CH2:31][CH:32]=O)[CH:23]=[CH:22][C:21]=2[CH2:20][CH2:19]1, predict the reaction product. The product is: [CH2:2]([C:4]1[C:9]([F:10])=[CH:8][CH:7]=[CH:6][C:5]=1[N:11]1[CH2:12][CH2:13][N:14]([CH2:32][CH2:31][CH2:30][CH2:29][O:28][C:24]2[N:25]=[C:26]3[C:21]([CH2:20][CH2:19][C:18](=[O:17])[NH:27]3)=[CH:22][CH:23]=2)[CH2:15][CH2:16]1)[CH3:3]. (3) Given the reactants [CH3:1][NH:2][C:3]1[C:8]([C:9](OCC)=[O:10])=[CH:7][N:6]=[C:5]([S:14][CH3:15])[N:4]=1.[H-].[H-].[H-].[H-].[Li+].[Al+3], predict the reaction product. The product is: [CH3:1][NH:2][C:3]1[C:8]([CH2:9][OH:10])=[CH:7][N:6]=[C:5]([S:14][CH3:15])[N:4]=1.